This data is from Reaction yield outcomes from USPTO patents with 853,638 reactions. The task is: Predict the reaction yield, written as a fraction of the theoretical maximum amount of product (1.0 means a 100% yield; for example, 0.34 means a 34% yield). (1) The reactants are Br[C:2]1[CH:3]=[C:4]([C:8]2([C:18]3[CH:23]=[C:22]([CH3:24])[N:21]=[C:20]([CH:25]([F:27])[F:26])[CH:19]=3)[C:16]3[C:11](=[N:12][CH:13]=[CH:14][CH:15]=3)[C:10]([NH2:17])=[N:9]2)[CH:5]=[CH:6][CH:7]=1.[N:28]1[CH:33]=[C:32](B(O)O)[CH:31]=[N:30][CH:29]=1.C(=O)([O-])[O-].[Na+].[Na+]. The catalyst is C1COCC1.Cl[Pd]Cl.C1(P(C2C=CC=CC=2)[C-]2C=CC=C2)C=CC=CC=1.[C-]1(P(C2C=CC=CC=2)C2C=CC=CC=2)C=CC=C1.[Fe+2]. The product is [F:27][CH:25]([F:26])[C:20]1[CH:19]=[C:18]([C:8]2([C:4]3[CH:5]=[CH:6][CH:7]=[C:2]([C:32]4[CH:33]=[N:28][CH:29]=[N:30][CH:31]=4)[CH:3]=3)[C:16]3[C:11](=[N:12][CH:13]=[CH:14][CH:15]=3)[C:10]([NH2:17])=[N:9]2)[CH:23]=[C:22]([CH3:24])[N:21]=1. The yield is 0.330. (2) The reactants are [Cl:1][C:2]1[CH:7]=[C:6]([F:8])[CH:5]=[C:4]([Cl:9])[C:3]=1[O:10][CH2:11][C:12]1[C:16]([CH2:17][O:18][C:19]2[CH:20]=[C:21]3[C:25](=[CH:26][CH:27]=2)[N:24]([CH2:28][C:29]2[CH:30]=[C:31]([CH:36]=[CH:37][CH:38]=2)[C:32]([O:34]C)=[O:33])[CH:23]=[CH:22]3)=[C:15]([CH:39]([CH3:41])[CH3:40])[O:14][N:13]=1.O1CCCC1.[OH-].[Na+]. The catalyst is CO. The product is [Cl:9][C:4]1[CH:5]=[C:6]([F:8])[CH:7]=[C:2]([Cl:1])[C:3]=1[O:10][CH2:11][C:12]1[C:16]([CH2:17][O:18][C:19]2[CH:20]=[C:21]3[C:25](=[CH:26][CH:27]=2)[N:24]([CH2:28][C:29]2[CH:30]=[C:31]([CH:36]=[CH:37][CH:38]=2)[C:32]([OH:34])=[O:33])[CH:23]=[CH:22]3)=[C:15]([CH:39]([CH3:41])[CH3:40])[O:14][N:13]=1. The yield is 0.910.